This data is from Aqueous solubility values for 9,982 compounds from the AqSolDB database. The task is: Regression/Classification. Given a drug SMILES string, predict its absorption, distribution, metabolism, or excretion properties. Task type varies by dataset: regression for continuous measurements (e.g., permeability, clearance, half-life) or binary classification for categorical outcomes (e.g., BBB penetration, CYP inhibition). For this dataset (solubility_aqsoldb), we predict Y. (1) The drug is O=C(O)C(O)C(Cl)(Cl)Cl. The Y is 0.360 log mol/L. (2) The drug is CC(C)CBr. The Y is -2.43 log mol/L. (3) The Y is -1.76 log mol/L. The compound is S=c1[nH]sc(=S)[nH]1. (4) The molecule is CC(=O)n1cc(F)c(=O)[nH]c1=O. The Y is -0.600 log mol/L. (5) The drug is Cc1cc(C)c(O)c(C)c1. The Y is -2.06 log mol/L. (6) The drug is C1CN(SSN2CCOCC2)CCO1. The Y is -3.26 log mol/L. (7) The drug is Cc1ccc(C(=O)N(O)c2ccc(Cl)cc2)cc1. The Y is -4.42 log mol/L.